Predict the product of the given reaction. From a dataset of Forward reaction prediction with 1.9M reactions from USPTO patents (1976-2016). (1) Given the reactants [Cl:1][C:2]1[N:11]=[C:10](Cl)[C:9]2[C:4](=[CH:5][C:6]([O:15][CH3:16])=[C:7]([O:13][CH3:14])[CH:8]=2)[N:3]=1.[CH2:17]([N:24]1[CH2:29][CH2:28][CH:27]([OH:30])[CH2:26][CH2:25]1)[C:18]1[CH:23]=[CH:22][CH:21]=[CH:20][CH:19]=1.CC([O-])(C)C.[K+].O, predict the reaction product. The product is: [CH2:17]([N:24]1[CH2:29][CH2:28][CH:27]([O:30][C:10]2[C:9]3[C:4](=[CH:5][C:6]([O:15][CH3:16])=[C:7]([O:13][CH3:14])[CH:8]=3)[N:3]=[C:2]([Cl:1])[N:11]=2)[CH2:26][CH2:25]1)[C:18]1[CH:19]=[CH:20][CH:21]=[CH:22][CH:23]=1. (2) Given the reactants [Br:1][C:2]1[CH:3]=[CH:4][C:5]([N+:10]([O-:12])=[O:11])=[C:6]([CH:9]=1)[CH:7]=[O:8].[N+:13]([O-])([OH:15])=[O:14], predict the reaction product. The product is: [Br:1][C:2]1[C:3]([N+:13]([O-:15])=[O:14])=[CH:4][C:5]([N+:10]([O-:12])=[O:11])=[C:6]([CH:9]=1)[CH:7]=[O:8]. (3) Given the reactants C([N:8]1[CH2:17][CH2:16][C:15]2[C:14]([N:18]3[CH2:23][CH2:22][O:21][CH2:20][CH2:19]3)=[N:13][CH:12]=[N:11][C:10]=2[CH2:9]1)C1C=CC=CC=1.C([O-])=O.[NH4+], predict the reaction product. The product is: [N:18]1([C:14]2[C:15]3[CH2:16][CH2:17][NH:8][CH2:9][C:10]=3[N:11]=[CH:12][N:13]=2)[CH2:19][CH2:20][O:21][CH2:22][CH2:23]1. (4) Given the reactants [C:1]([O:5][C:6]([N:8]1[CH2:12][C@H:11]([S:13]([C:16]2[CH:21]=[CH:20][C:19]([CH3:22])=[CH:18][C:17]=2[CH3:23])(=[O:15])=[O:14])[CH2:10][C@H:9]1[C:24]([OH:26])=O)=[O:7])([CH3:4])([CH3:3])[CH3:2].Cl.Cl.[NH2:29][C@@H:30]([CH2:39][CH3:40])[C@H:31]([OH:38])[C:32]([NH:34][CH:35]1[CH2:37][CH2:36]1)=[O:33].C(N(CC)C(C)C)(C)C.CN(C(ON1N=NC2C=CC=NC1=2)=[N+](C)C)C.F[P-](F)(F)(F)(F)F, predict the reaction product. The product is: [CH:35]1([NH:34][C:32](=[O:33])[C:31](=[O:38])[C@@H:30]([NH:29][C:24]([C@@H:9]2[CH2:10][C@@H:11]([S:13]([C:16]3[CH:21]=[CH:20][C:19]([CH3:22])=[CH:18][C:17]=3[CH3:23])(=[O:15])=[O:14])[CH2:12][N:8]2[C:6]([O:5][C:1]([CH3:2])([CH3:3])[CH3:4])=[O:7])=[O:26])[CH2:39][CH3:40])[CH2:37][CH2:36]1.